Dataset: Forward reaction prediction with 1.9M reactions from USPTO patents (1976-2016). Task: Predict the product of the given reaction. (1) Given the reactants [NH2:1][CH:2]([C:11]1[C:16]([O:17][CH3:18])=[CH:15][CH:14]=[CH:13][C:12]=1[O:19][CH3:20])[CH2:3][CH:4]([CH3:10])[C:5]([O:7]CC)=O.[F:21][C:22]([F:35])([O:26][C:27]1[CH:34]=[CH:33][C:30]([CH:31]=O)=[CH:29][CH:28]=1)[CH:23]([F:25])[F:24], predict the reaction product. The product is: [CH3:18][O:17][C:16]1[CH:15]=[CH:14][CH:13]=[C:12]([O:19][CH3:20])[C:11]=1[CH:2]1[N:1]([CH2:31][C:30]2[CH:29]=[CH:28][C:27]([O:26][C:22]([F:21])([F:35])[CH:23]([F:24])[F:25])=[CH:34][CH:33]=2)[C:5](=[O:7])[CH:4]([CH3:10])[CH2:3]1. (2) Given the reactants [Cl:1][C:2]1[N:10](CC=C)[C:9]2[C:8](=[O:14])[NH:7][C:6](=[O:15])[N:5]([CH2:16][CH3:17])[C:4]=2[N:3]=1.C(=O)([O-])[O-].[K+].[K+].Cl[CH2:25][CH2:26][CH2:27][CH2:28][N:29]([CH3:39])[C:30]1[O:31][C:32]2[CH:38]=[CH:37][CH:36]=[CH:35][C:33]=2[N:34]=1.N1CCOCC1, predict the reaction product. The product is: [O:31]1[C:32]2[CH:38]=[CH:37][CH:36]=[CH:35][C:33]=2[N:34]=[C:30]1[N:29]([CH3:39])[CH2:28][CH2:27][CH2:26][CH2:25][N:7]1[C:8](=[O:14])[C:9]2[NH:10][C:2]([Cl:1])=[N:3][C:4]=2[N:5]([CH2:16][CH3:17])[C:6]1=[O:15]. (3) Given the reactants Br[C:2]1(Br)[C:10]2[C:5](=[CH:6][CH:7]=[C:8]([Cl:11])[CH:9]=2)[N:4]([CH2:12][C:13]2[C:14]([F:19])=[N:15][CH:16]=[CH:17][CH:18]=2)[C:3]1=[O:20], predict the reaction product. The product is: [Cl:11][C:8]1[CH:9]=[C:10]2[C:5](=[CH:6][CH:7]=1)[N:4]([CH2:12][C:13]1[C:14]([F:19])=[N:15][CH:16]=[CH:17][CH:18]=1)[C:3](=[O:20])[CH2:2]2. (4) The product is: [Cl:1][C:2]1[CH:3]=[C:4]([NH:9][C:10]([N:12]2[CH2:17][CH2:16][N:15]([C:18]([CH:20]3[O:25][CH2:24][CH2:23][NH:22][CH2:21]3)=[O:19])[CH2:14][CH2:13]2)=[O:11])[CH:5]=[CH:6][C:7]=1[Cl:8]. Given the reactants [Cl:1][C:2]1[CH:3]=[C:4]([NH:9][C:10]([N:12]2[CH2:17][CH2:16][N:15]([C:18]([CH:20]3[O:25][CH2:24][CH2:23][N:22](C(OC(C)(C)C)=O)[CH2:21]3)=[O:19])[CH2:14][CH2:13]2)=[O:11])[CH:5]=[CH:6][C:7]=1[Cl:8], predict the reaction product. (5) Given the reactants [F:1][C:2]1[CH:7]=[C:6]([F:8])[CH:5]=[CH:4][C:3]=1[NH:9][C:10]1[CH:15]=[CH:14][C:13]([C:16]([C:18]2[CH:23]=[C:22]([O:24]CC3C=CC(OC)=CC=3)[CH:21]=[CH:20][C:19]=2[CH3:34])=[O:17])=[C:12]([N+:35]([O-:37])=[O:36])[CH:11]=1.C(O)(C(F)(F)F)=O, predict the reaction product. The product is: [F:1][C:2]1[CH:7]=[C:6]([F:8])[CH:5]=[CH:4][C:3]=1[NH:9][C:10]1[CH:15]=[CH:14][C:13]([C:16]([C:18]2[CH:23]=[C:22]([OH:24])[CH:21]=[CH:20][C:19]=2[CH3:34])=[O:17])=[C:12]([N+:35]([O-:37])=[O:36])[CH:11]=1. (6) Given the reactants [CH2:1]([C:3]1[S:7][C:6]([C:8]2[CH:12]=[C:11]([CH3:13])[O:10][N:9]=2)=[N:5][C:4]=1[C:14]1[CH:15]=[CH:16][C:17]([NH2:20])=[N:18][CH:19]=1)[CH3:2].[CH3:21][C:22]1[C:27]([C:28](OC)=[O:29])=[CH:26][N:25]=[CH:24][CH:23]=1.C[Al](C)C, predict the reaction product. The product is: [CH2:1]([C:3]1[S:7][C:6]([C:8]2[CH:12]=[C:11]([CH3:13])[O:10][N:9]=2)=[N:5][C:4]=1[C:14]1[CH:15]=[CH:16][C:17]([NH:20][C:28](=[O:29])[C:27]2[C:22]([CH3:21])=[CH:23][CH:24]=[N:25][CH:26]=2)=[N:18][CH:19]=1)[CH3:2]. (7) Given the reactants [CH3:1][CH:2]([CH3:17])[CH2:3][CH2:4][NH:5][C:6]1[S:7][CH:8]=[C:9]([C:11]2[CH:16]=[CH:15][CH:14]=[CH:13][CH:12]=2)[N:10]=1.[H-].[Na+].Cl[CH2:21][C:22]1[CH:41]=[CH:40][C:25]([CH2:26][O:27][C:28]2[CH:33]=[CH:32][C:31]([CH2:34][CH2:35][C:36]([O:38][CH3:39])=[O:37])=[CH:30][CH:29]=2)=[CH:24][CH:23]=1.Cl, predict the reaction product. The product is: [CH3:1][CH:2]([CH3:17])[CH2:3][CH2:4][N:5]([CH2:21][C:22]1[CH:41]=[CH:40][C:25]([CH2:26][O:27][C:28]2[CH:33]=[CH:32][C:31]([CH2:34][CH2:35][C:36]([O:38][CH3:39])=[O:37])=[CH:30][CH:29]=2)=[CH:24][CH:23]=1)[C:6]1[S:7][CH:8]=[C:9]([C:11]2[CH:16]=[CH:15][CH:14]=[CH:13][CH:12]=2)[N:10]=1.